This data is from Reaction yield outcomes from USPTO patents with 853,638 reactions. The task is: Predict the reaction yield, written as a fraction of the theoretical maximum amount of product (1.0 means a 100% yield; for example, 0.34 means a 34% yield). (1) The reactants are [NH2:1][CH:2]([CH2:13][C:14]1[CH:19]=[CH:18][C:17]([C:20]([F:23])([F:22])[F:21])=[CH:16][CH:15]=1)[CH:3]([C:5]1[CH:10]=[CH:9][C:8]([F:11])=[C:7]([F:12])[CH:6]=1)[OH:4].[F:24][C:25]1[C:34]2[C:29](=[CH:30][CH:31]=[CH:32][CH:33]=2)[C:28]([C:35](O)=[O:36])=[CH:27][CH:26]=1.Cl.C(N=C=NCCCN(C)C)C.ON1C2C=CC=CC=2N=N1. The catalyst is C(#N)C.O. The product is [F:12][C:7]1[CH:6]=[C:5]([CH:3]([OH:4])[CH:2]([NH:1][C:35]([C:28]2[C:29]3[C:34](=[CH:33][CH:32]=[CH:31][CH:30]=3)[C:25]([F:24])=[CH:26][CH:27]=2)=[O:36])[CH2:13][C:14]2[CH:19]=[CH:18][C:17]([C:20]([F:23])([F:22])[F:21])=[CH:16][CH:15]=2)[CH:10]=[CH:9][C:8]=1[F:11]. The yield is 0.860. (2) The reactants are Br[C:2]1[CH:10]=[C:9]2[C:5]([CH:6]=[N:7][NH:8]2)=[CH:4][CH:3]=1.CCN(CC)CC.[CH3:18][O:19][C:20](=[O:46])[C@@H:21]([NH:31][C:32]([C:34]1[C:35]([CH3:45])=[N:36][C:37]([NH:41][CH2:42][C:43]#[CH:44])=[N:38][C:39]=1[CH3:40])=[O:33])[CH2:22][NH:23][C:24]([C:26]1[S:27][CH:28]=[CH:29][CH:30]=1)=[O:25]. The catalyst is CN(C=O)C.Cl[Pd](Cl)([P](C1C=CC=CC=1)(C1C=CC=CC=1)C1C=CC=CC=1)[P](C1C=CC=CC=1)(C1C=CC=CC=1)C1C=CC=CC=1.[Cu]I. The product is [CH3:18][O:19][C:20](=[O:46])[C@@H:21]([NH:31][C:32]([C:34]1[C:39]([CH3:40])=[N:38][C:37]([NH:41][CH2:42][C:43]#[C:44][C:2]2[CH:10]=[C:9]3[C:5]([CH:6]=[N:7][NH:8]3)=[CH:4][CH:3]=2)=[N:36][C:35]=1[CH3:45])=[O:33])[CH2:22][NH:23][C:24]([C:26]1[S:27][CH:28]=[CH:29][CH:30]=1)=[O:25]. The yield is 0.370. (3) The reactants are [N:1]([C:4]1([CH2:20][C:21](OCC)=[O:22])[C:17]2[CH:16]=[C:15]([Cl:18])[N:14]=[CH:13][C:12]=2[O:11][C:10]2[C:5]1=[CH:6][C:7]([Br:19])=[CH:8][CH:9]=2)=[N+]=[N-].[H-].[H-].[H-].[H-].[Li+].[Al+3]. The catalyst is C1COCC1. The product is [NH2:1][C:4]1([CH2:20][CH2:21][OH:22])[C:17]2[CH:16]=[C:15]([Cl:18])[N:14]=[CH:13][C:12]=2[O:11][C:10]2[C:5]1=[CH:6][C:7]([Br:19])=[CH:8][CH:9]=2. The yield is 0.505. (4) The reactants are Br[C:2]1[CH:3]=[C:4]([NH:10][C:11]2[CH:16]=[N:15][C:14]([N:17]3[CH2:22][CH2:21][N:20]([CH:23]4[CH2:26][O:25][CH2:24]4)[CH2:19][C@@H:18]3[CH3:27])=[CH:13][N:12]=2)[C:5](=[O:9])[N:6]([CH3:8])[CH:7]=1.[C:28]([O:31][CH2:32][C:33]1[C:34]([N:48]2[CH2:59][CH2:58][N:57]3[C:50](=[CH:51][C:52]4[CH2:53][C:54]([CH3:61])([CH3:60])[CH2:55][C:56]=43)[C:49]2=[O:62])=[N:35][CH:36]=[CH:37][C:38]=1B1OC(C)(C)C(C)(C)O1)(=[O:30])[CH3:29].C([O-])(=O)C.[Na+].[O-]P([O-])([O-])=O.[K+].[K+].[K+]. The catalyst is C1C=CC(P(C2C=CC=CC=2)[C-]2C=CC=C2)=CC=1.C1C=CC(P(C2C=CC=CC=2)[C-]2C=CC=C2)=CC=1.Cl[Pd]Cl.[Fe+2].C(#N)C.O. The product is [C:28]([O:31][CH2:32][C:33]1[C:34]([N:48]2[CH2:59][CH2:58][N:57]3[C:50](=[CH:51][C:52]4[CH2:53][C:54]([CH3:61])([CH3:60])[CH2:55][C:56]=43)[C:49]2=[O:62])=[N:35][CH:36]=[CH:37][C:38]=1[C:2]1[CH:3]=[C:4]([NH:10][C:11]2[CH:16]=[N:15][C:14]([N:17]3[CH2:22][CH2:21][N:20]([CH:23]4[CH2:26][O:25][CH2:24]4)[CH2:19][C@@H:18]3[CH3:27])=[CH:13][N:12]=2)[C:5](=[O:9])[N:6]([CH3:8])[CH:7]=1)(=[O:30])[CH3:29]. The yield is 0.310.